From a dataset of Catalyst prediction with 721,799 reactions and 888 catalyst types from USPTO. Predict which catalyst facilitates the given reaction. Reactant: [CH3:1][C:2]([O:5][C:6]([NH:8][CH2:9][CH2:10][NH2:11])=[O:7])([CH3:4])[CH3:3].C(O)(=O)C.C(O[BH-](OC(=O)C)OC(=O)C)(=O)C.[Na+].C(=O)([O-])O.[Na+].[Cl:35][C:36]1[CH:37]=[C:38]([CH:41]=[CH:42][C:43]=1[Cl:44])[CH:39]=O. Product: [Cl:35][C:36]1[CH:37]=[C:38]([CH:41]=[CH:42][C:43]=1[Cl:44])[CH2:39][NH:11][CH2:10][CH2:9][NH:8][C:6](=[O:7])[O:5][C:2]([CH3:1])([CH3:3])[CH3:4]. The catalyst class is: 22.